This data is from Experimentally validated miRNA-target interactions with 360,000+ pairs, plus equal number of negative samples. The task is: Binary Classification. Given a miRNA mature sequence and a target amino acid sequence, predict their likelihood of interaction. (1) The miRNA is hsa-miR-1185-2-3p with sequence AUAUACAGGGGGAGACUCUCAU. The protein sequence of the target gene is MAEAVERTDELVREYLLFRGFTHTLRQLDAEIKADKEKGFRVDKIVDQLQQLMQVYDLAALRDYWSYLERRLFSRLEDIYRPTIHKLKTSLFRFYLVYTIQTNRNDKAQEFFAKQATELQNQAEWKDWFVLPFLPSPDTNPTFATYFSRQWADTFIVSLHNFLSVLFQCMPVPVILNFDAECQRTNQVQEENEVLRQKLFALQAEIHRLKKEEQQPEEEEALVQHKLPPYVSNMDRLGDSELAMVCSQRNASLSQSPRVGFLSSLLPQSKKSPSRLSPAQGPPQPQSSAKKESFGGQGTK.... Result: 0 (no interaction). (2) The miRNA is hsa-miR-1285-5p with sequence GAUCUCACUUUGUUGCCCAGG. The protein sequence of the target gene is MSNFSEERATMIAAGDLQEFVPFGRDHCKHHPNALNLQLRQLQPASELWSSDGAAGLVGSLQEVTIHEKQKESWQLRKGVSEIGDAADYDEELYVAGNMVIWSKGSKSQALAVYKAFTVDSTVQQALWCDFIISQDKSEKIYKSHELEKCICILQSSCMNMHSIDGKDYIASLPFQVANVWATKYGLLFERCSSSHEVPPSLPREPLPTMFSMLHPLDEITPLVCKSGSLFGSSRVQYVVDPAVKIVFLNIDPSIVMTYDAVQNVHSVWTLRRVKPEEENAVLKFPEQAGTLQNATTSSS.... Result: 0 (no interaction). (3) The miRNA is hsa-miR-20b-5p with sequence CAAAGUGCUCAUAGUGCAGGUAG. The protein sequence of the target gene is MPLESSSSMPLSFPSLLPSVPHNTNPSPPLMSYITSQEMKCILHWFANWSGPQRERFLEDLVAKAVPEKLQPLLDSLEQLSVSGADRPPSIFECQLHLWDQWFRGWAEQERNEFVRQLEFSEPDFVAKFYQAVAATAGKD. Result: 1 (interaction). (4) The miRNA is mmu-miR-466l-5p with sequence UUGUGUGUACAUGUACAUGUAU. The protein sequence of the target gene is MAGCPVLRVPTLFLILLLFPELHTAGTLASGSSARNLPETHSHLPSSALWVSQASHHGRRGLGKKDRGPGRPSRAQEGAVVTATKQASQMTLGQPPAGLLQNKELLLGLTLPYPEKEARSPAWERVKKRGREHKRRRDRLRLHRGRAAIRGPSSLMKKVEPSEDRMLEGTMEESSTSLAPTMFFLTMTDGATPTTEESRILPVTSLRPQTQPRSDGEVMPTLDMALFDWTDYEDLKPEVWPSAKKKEKHWSHFTSDGNETSPAEGDPCDHHQDCLPGTCCDLREHLCTPHNRGLNNKCFD.... Result: 1 (interaction). (5) The miRNA is hsa-miR-548ag with sequence AAAGGUAAUUGUGGUUUCUGC. The protein sequence of the target gene is MDAIKKKMQMLKLDKENAIDRAEQAEADKKQAEDRCKQLEEEQQALQKKLKGTEDEVEKYSESVKDAQEKLEQAEKKATDAEADVASLNRRIQLVEEELDRAQERLATALQKLEEAEKAADESERGMKVIENRAMKDEEKMELQEMQLKEAKHIAEDSDRKYEEVARKLVILEGELERSEERAEVAESKCGDLEEELKIVTNNLKSLEAQADKYSTKEDKYEEEIKLLEEKLKEAETRAEFAERSVAKLEKTIDDLEDEVYAQKMKYKAISEELDNALNDITSL. Result: 0 (no interaction). (6) The miRNA is hsa-miR-6516-5p with sequence UUUGCAGUAACAGGUGUGAGCA. The protein sequence of the target gene is MRAAGVGLVDCHCHLSAPDFDRDLDDVLEKAKKANVVALVAVAEHSGEFEKIMQLSERYNGFVLPCLGVHPVQGLPPEDQRSVTLKDLDVALPIIENYKDRLLAIGEVGLDFSPRFAGTGEQKEEQRQVLIRQIQLAKRLNLPVNVHSRSAGRPTINLLQEQGAEKVLLHAFDGRPSVAMEGVRAGYFFSIPPSIIRSGQKQKLVKQLPLTSICLETDSPALGPEKQVRNEPWNISISAEYIAQVKGISVEEVIEVTTQNALKLFPKLRHLLQK. Result: 1 (interaction). (7) The protein sequence of the target gene is MAAALWGFFPVLLLLLLSGDVQSSEVPGAAAEGSGGSGVGIGDRFKIEGRAVVPGVKPQDWISAARVLVDGEEHVGFLKTDGSFVVHDIPSGSYVVEVVSPAYRFDPVRVDITSKGKMRARYVNYIKTSEVVRLPYPLQMKSSGPPSYFIKRESWGWTDFLMNPMVMMMVLPLLIFVLLPKVVNTSDPDMRREMEQSMNMLNSNHELPDVSEFMTRLFSSKSSGKSSSGSSKTGKSGAGKRR. The miRNA is hsa-miR-186-3p with sequence GCCCAAAGGUGAAUUUUUUGGG. Result: 1 (interaction).